From a dataset of Reaction yield outcomes from USPTO patents with 853,638 reactions. Predict the reaction yield, written as a fraction of the theoretical maximum amount of product (1.0 means a 100% yield; for example, 0.34 means a 34% yield). (1) The reactants are [OH-:1].[K+].[Cl:3][C:4]1[CH:5]=[C:6]([CH:33]=[CH:34][C:35]=1[O:36][CH3:37])[O:7][C@@H:8]1[CH2:12][CH2:11][N:10]([C:13]([CH3:32])([CH3:31])[CH2:14][CH2:15][C:16]([C:25]2[CH:30]=[CH:29][CH:28]=[CH:27][CH:26]=2)([C:19]2[CH:24]=[CH:23][CH:22]=[CH:21][CH:20]=2)[C:17]#[N:18])[CH2:9]1. The catalyst is CC(O)(CC)CC. The product is [Cl:3][C:4]1[CH:5]=[C:6]([CH:33]=[CH:34][C:35]=1[O:36][CH3:37])[O:7][C@@H:8]1[CH2:12][CH2:11][N:10]([C:13]([CH3:32])([CH3:31])[CH2:14][CH2:15][C:16]([C:25]2[CH:30]=[CH:29][CH:28]=[CH:27][CH:26]=2)([C:19]2[CH:24]=[CH:23][CH:22]=[CH:21][CH:20]=2)[C:17]([NH2:18])=[O:1])[CH2:9]1. The yield is 0.330. (2) The reactants are [Br:1][C:2]1[CH:3]=[N:4][CH:5]=[C:6]([CH:9]=1)[CH:7]=O.[CH2:10]([S:12]([NH2:15])(=[O:14])=[O:13])[CH3:11].[CH2:16]([Mg]Br)[CH3:17].CCOCC.[NH4+].[Cl-]. The catalyst is CC(C)[O-].CC(C)[O-].CC(C)[O-].CC(C)[O-].[Ti+4].C1(C)C=CC=CC=1. The product is [Br:1][C:2]1[CH:9]=[C:6]([CH:7]([NH:15][S:12]([CH2:10][CH3:11])(=[O:14])=[O:13])[CH2:16][CH3:17])[CH:5]=[N:4][CH:3]=1. The yield is 0.560.